Dataset: Reaction yield outcomes from USPTO patents with 853,638 reactions. Task: Predict the reaction yield, written as a fraction of the theoretical maximum amount of product (1.0 means a 100% yield; for example, 0.34 means a 34% yield). (1) The reactants are O1[C:5]2([CH2:10][CH2:9][CH:8]([N:11]3[CH:15]=[C:14]([I:16])[CH:13]=[N:12]3)[CH2:7][CH2:6]2)[O:4]CC1.C1(C)C=CC(S([O-])(=O)=O)=CC=1.[NH+]1C=CC=CC=1. The catalyst is CC(C)=O.O. The product is [I:16][C:14]1[CH:13]=[N:12][N:11]([CH:8]2[CH2:7][CH2:6][C:5](=[O:4])[CH2:10][CH2:9]2)[CH:15]=1. The yield is 0.980. (2) The product is [CH2:21]([O:20][C:18](=[O:19])[NH:2][C@@H:3]1[CH2:8][CH2:7][CH2:6][CH2:5][C@@H:4]1[CH2:9][OH:10])[C:22]1[CH:27]=[CH:26][CH:25]=[CH:24][CH:23]=1. No catalyst specified. The reactants are Cl.[NH2:2][C@H:3]1[CH2:8][CH2:7][CH2:6][CH2:5][C@H:4]1[CH2:9][OH:10].C([O-])([O-])=O.[Na+].[Na+].Cl[C:18]([O:20][CH2:21][C:22]1[CH:27]=[CH:26][CH:25]=[CH:24][CH:23]=1)=[O:19]. The yield is 0.980.